From a dataset of Full USPTO retrosynthesis dataset with 1.9M reactions from patents (1976-2016). Predict the reactants needed to synthesize the given product. (1) Given the product [CH3:1][S:2]([OH:5])(=[O:4])=[O:3].[CH3:1][S:2]([OH:5])(=[O:4])=[O:3].[CH3:54][O:53][C:51]1[CH:52]=[C:47]([C:44]2[CH:43]=[CH:42][C:41]([C:40]([N:37]3[CH2:38][CH2:39][N:34]([CH2:33][CH2:32][CH2:31][CH2:30][N:27]4[CH2:28][CH2:29][N:24]([C:22](=[O:23])[C:21]5[CH:60]=[CH:61][C:18]([C:10]6[CH:9]=[C:8]([O:7][CH3:6])[C:13]([O:14][CH3:15])=[C:12]([O:16][CH3:17])[CH:11]=6)=[CH:19][CH:20]=5)[CH2:25][CH2:26]4)[CH2:35][CH2:36]3)=[O:59])=[CH:46][CH:45]=2)[CH:48]=[C:49]([O:57][CH3:58])[C:50]=1[O:55][CH3:56], predict the reactants needed to synthesize it. The reactants are: [CH3:1][S:2]([OH:5])(=[O:4])=[O:3].[CH3:6][O:7][C:8]1[CH:9]=[C:10]([C:18]2[CH:61]=[CH:60][C:21]([C:22]([N:24]3[CH2:29][CH2:28][N:27]([CH2:30][CH2:31][CH2:32][CH2:33][N:34]4[CH2:39][CH2:38][N:37]([C:40](=[O:59])[C:41]5[CH:46]=[CH:45][C:44]([C:47]6[CH:52]=[C:51]([O:53][CH3:54])[C:50]([O:55][CH3:56])=[C:49]([O:57][CH3:58])[CH:48]=6)=[CH:43][CH:42]=5)[CH2:36][CH2:35]4)[CH2:26][CH2:25]3)=[O:23])=[CH:20][CH:19]=2)[CH:11]=[C:12]([O:16][CH3:17])[C:13]=1[O:14][CH3:15]. (2) Given the product [C:13]([C:17]1[CH:22]=[CH:21][C:20]([C:23]2[N:2]([CH3:1])[N:3]=[C:4]([C:5]([C:6]3[CH:11]=[CH:10][CH:9]=[CH:8][CH:7]=3)=[O:12])[C:24]=2[OH:25])=[CH:19][CH:18]=1)([CH3:16])([CH3:15])[CH3:14], predict the reactants needed to synthesize it. The reactants are: [CH3:1][NH:2][N:3]=[CH:4][C:5](=[O:12])[C:6]1[CH:11]=[CH:10][CH:9]=[CH:8][CH:7]=1.[C:13]([C:17]1[CH:22]=[CH:21][C:20]([C:23](=O)[CH:24]=[O:25])=[CH:19][CH:18]=1)([CH3:16])([CH3:15])[CH3:14].